This data is from Forward reaction prediction with 1.9M reactions from USPTO patents (1976-2016). The task is: Predict the product of the given reaction. (1) Given the reactants Cl[C:2]1[C:11]([N+:12]([O-:14])=[O:13])=[CH:10][C:9]2[C:4](=[C:5]([CH3:15])[CH:6]=[CH:7][CH:8]=2)[N:3]=1.[NH3:16], predict the reaction product. The product is: [NH2:16][C:2]1[C:11]([N+:12]([O-:14])=[O:13])=[CH:10][C:9]2[C:4](=[C:5]([CH3:15])[CH:6]=[CH:7][CH:8]=2)[N:3]=1. (2) Given the reactants [CH3:1][O:2][C:3]([C:5]1[C:14]2[C:9](=[C:10]([NH2:15])[CH:11]=[CH:12][CH:13]=2)[N:8]=[CH:7][CH:6]=1)=[O:4].[N+:16]([C:19]1[CH:24]=[CH:23][CH:22]=[CH:21][C:20]=1[S:25](Cl)(=[O:27])=[O:26])([O-:18])=[O:17].N1C=CC=CC=1, predict the reaction product. The product is: [CH3:1][O:2][C:3]([C:5]1[C:14]2[C:9](=[C:10]([NH:15][S:25]([C:20]3[CH:21]=[CH:22][CH:23]=[CH:24][C:19]=3[N+:16]([O-:18])=[O:17])(=[O:26])=[O:27])[CH:11]=[CH:12][CH:13]=2)[N:8]=[CH:7][CH:6]=1)=[O:4]. (3) Given the reactants [OH:1][CH2:2][C@H:3]1[CH2:14][CH2:13][C:12]2[S:11][C:10]3[N:9]=[CH:8][N:7]=[C:6]([O:15][CH:16]4[CH2:21][CH2:20][CH:19]([N:22]([CH3:30])[C:23](=[O:29])[O:24][C:25]([CH3:28])([CH3:27])[CH3:26])[CH2:18][CH2:17]4)[C:5]=3[C:4]1=2.[CH3:31][S:32](Cl)(=[O:34])=[O:33].C(N(CC)CC)C, predict the reaction product. The product is: [CH3:31][S:32]([O:1][CH2:2][C@H:3]1[CH2:14][CH2:13][C:12]2[S:11][C:10]3[N:9]=[CH:8][N:7]=[C:6]([O:15][CH:16]4[CH2:17][CH2:18][CH:19]([N:22]([CH3:30])[C:23](=[O:29])[O:24][C:25]([CH3:26])([CH3:27])[CH3:28])[CH2:20][CH2:21]4)[C:5]=3[C:4]1=2)(=[O:34])=[O:33]. (4) Given the reactants [Cl:1][C:2]1[N:3]=[C:4]([N:12]2[CH2:17][CH2:16][O:15][CH2:14][CH2:13]2)[C:5]2[N:10]=[C:9](I)[S:8][C:6]=2[N:7]=1.[CH3:18][S:19]([NH:22][C:23]1[CH:28]=[CH:27][C:26](B2OC(C)(C)C(C)(C)O2)=[CH:25][CH:24]=1)(=[O:21])=[O:20], predict the reaction product. The product is: [Cl:1][C:2]1[N:3]=[C:4]([N:12]2[CH2:17][CH2:16][O:15][CH2:14][CH2:13]2)[C:5]2[N:10]=[C:9]([C:26]3[CH:25]=[CH:24][C:23]([NH:22][S:19]([CH3:18])(=[O:20])=[O:21])=[CH:28][CH:27]=3)[S:8][C:6]=2[N:7]=1. (5) The product is: [Br:25][C:26]1[CH:27]=[C:28]([C:29]2[O:1][N:2]=[C:3]([C:5]3[CH:13]=[CH:12][C:11]4[N:10]5[CH2:14][CH2:15][CH:16]([CH2:17][C:18]([OH:20])=[O:19])[C:9]5=[CH:8][C:7]=4[CH:6]=3)[N:4]=2)[CH:32]=[C:33]([O:35][C:36]([F:37])([F:38])[F:39])[CH:34]=1. Given the reactants [OH:1][N:2]=[C:3]([C:5]1[CH:13]=[CH:12][C:11]2[N:10]3[CH2:14][CH2:15][CH:16]([CH2:17][C:18]([O:20]C(C)(C)C)=[O:19])[C:9]3=[CH:8][C:7]=2[CH:6]=1)[NH2:4].[Br:25][C:26]1[CH:27]=[C:28]([CH:32]=[C:33]([O:35][C:36]([F:39])([F:38])[F:37])[CH:34]=1)[C:29](Cl)=O, predict the reaction product. (6) Given the reactants [Br:1][C:2]1[CH:7]=[CH:6][C:5]([C:8]2[O:12][N:11]=[C:10]([CH3:13])[C:9]=2[CH:14]([OH:17])[C:15]#[CH:16])=[CH:4][CH:3]=1.O.[N:19]([CH2:22][C:23]1[CH:28]=[CH:27][CH:26]=[CH:25][CH:24]=1)=[N+:20]=[N-:21].O=C1O[C@H]([C@H](CO)O)C([O-])=C1O.[Na+], predict the reaction product. The product is: [CH2:22]([N:19]1[CH:16]=[C:15]([CH:14]([C:9]2[C:10]([CH3:13])=[N:11][O:12][C:8]=2[C:5]2[CH:4]=[CH:3][C:2]([Br:1])=[CH:7][CH:6]=2)[OH:17])[N:21]=[N:20]1)[C:23]1[CH:28]=[CH:27][CH:26]=[CH:25][CH:24]=1. (7) Given the reactants [C:1]([C:5]1[S:9][C:8]([NH:10][C:11](=[O:21])[C:12]2[CH:17]=[C:16]([Cl:18])[CH:15]=[CH:14][C:13]=2[O:19][CH3:20])=[N:7][CH:6]=1)([CH3:4])([CH3:3])[CH3:2].[H-].[Na+].Cl[CH2:25][C:26]1[N:27]=[C:28]([CH3:31])[S:29][CH:30]=1.O, predict the reaction product. The product is: [C:1]([C:5]1[S:9]/[C:8](=[N:10]\[C:11](=[O:21])[C:12]2[CH:17]=[C:16]([Cl:18])[CH:15]=[CH:14][C:13]=2[O:19][CH3:20])/[N:7]([CH2:25][C:26]2[N:27]=[C:28]([CH3:31])[S:29][CH:30]=2)[CH:6]=1)([CH3:4])([CH3:2])[CH3:3]. (8) Given the reactants [Cl:1][C:2]1[C:7]([NH:8][C:9](=[O:19])[C:10](=[O:18])[C:11]2[CH:16]=[CH:15][C:14]([Cl:17])=[CH:13][CH:12]=2)=[CH:6][CH:5]=[CH:4][N:3]=1.[BH4-].[Na+].[Cl-].[NH4+], predict the reaction product. The product is: [Cl:1][C:2]1[C:7]([NH:8][C:9](=[O:19])[CH:10]([OH:18])[C:11]2[CH:16]=[CH:15][C:14]([Cl:17])=[CH:13][CH:12]=2)=[CH:6][CH:5]=[CH:4][N:3]=1. (9) Given the reactants [CH:1]1([C:4]([C:6]2[CH:16]=[CH:15][C:9]([C:10]([O:12]CC)=[O:11])=[CH:8][CH:7]=2)=[O:5])[CH2:3][CH2:2]1.[BH4-].[Na+].[OH-].[Na+].O1CCOCC1, predict the reaction product. The product is: [CH:1]1([CH:4]([OH:5])[C:6]2[CH:16]=[CH:15][C:9]([C:10]([OH:12])=[O:11])=[CH:8][CH:7]=2)[CH2:3][CH2:2]1.